This data is from Forward reaction prediction with 1.9M reactions from USPTO patents (1976-2016). The task is: Predict the product of the given reaction. (1) Given the reactants [C:1]([OH:6])(=O)[C@H:2]([CH3:4])[OH:3].[Cl:7][C:8]1[CH:9]=[C:10]([NH:22][C:23]2[C:32]3[C:27](=[CH:28][CH:29]=[CH:30][C:31]=3[O:33][C@H:34]([CH3:38])[CH2:35][NH:36][CH3:37])[N:26]=[CH:25][N:24]=2)[CH:11]=[CH:12][C:13]=1[O:14][CH2:15][C:16]1[CH:21]=[CH:20][CH:19]=[CH:18][N:17]=1, predict the reaction product. The product is: [Cl:7][C:8]1[CH:9]=[C:10]([NH:22][C:23]2[C:32]3[C:27](=[CH:28][CH:29]=[CH:30][C:31]=3[O:33][C@H:34]([CH3:38])[CH2:35][N:36]([CH3:37])[C:1](=[O:6])[C@@H:2]([OH:3])[CH3:4])[N:26]=[CH:25][N:24]=2)[CH:11]=[CH:12][C:13]=1[O:14][CH2:15][C:16]1[CH:21]=[CH:20][CH:19]=[CH:18][N:17]=1. (2) Given the reactants [CH3:1][O:2][C:3](=[O:15])[C:4]1[C:5](=[C:10](I)[CH:11]=[CH:12][CH:13]=1)[C:6]([O:8][CH3:9])=[O:7].[NH2:16][C:17]1[CH:22]=[CH:21][CH:20]=[CH:19][CH:18]=1.C1C=CC(P(C2C(C3C(P(C4C=CC=CC=4)C4C=CC=CC=4)=CC=C4C=3C=CC=C4)=C3C(C=CC=C3)=CC=2)C2C=CC=CC=2)=CC=1.C(=O)([O-])[O-].[Cs+].[Cs+], predict the reaction product. The product is: [CH3:1][O:2][C:3](=[O:15])[C:4]1[C:5](=[C:10]([NH:16][C:17]2[CH:22]=[CH:21][CH:20]=[CH:19][CH:18]=2)[CH:11]=[CH:12][CH:13]=1)[C:6]([O:8][CH3:9])=[O:7]. (3) Given the reactants [F:1][C:2]1[CH:11]=[C:10]2[C:5]([CH:6]=[CH:7][N:8]([C:13]3[CH:18]=[CH:17][C:16]([N+:19]([O-:21])=[O:20])=[CH:15][CH:14]=3)[C:9]2=[O:12])=[CH:4][C:3]=1[OH:22].[F:23][C:24]([F:37])([F:36])[S:25](O[S:25]([C:24]([F:37])([F:36])[F:23])(=[O:27])=[O:26])(=[O:27])=[O:26], predict the reaction product. The product is: [F:1][C:2]1[CH:11]=[C:10]2[C:5]([CH:6]=[CH:7][N:8]([C:13]3[CH:14]=[CH:15][C:16]([N+:19]([O-:21])=[O:20])=[CH:17][CH:18]=3)[C:9]2=[O:12])=[CH:4][C:3]=1[O:22][S:25]([C:24]([F:37])([F:36])[F:23])(=[O:27])=[O:26]. (4) Given the reactants [CH2:1]([O:8][C@@H:9]([CH3:48])[C:10]([NH:12][NH:13][C:14]1[C:19]([C:20]2[CH:25]=[CH:24][C:23]([Cl:26])=[CH:22][CH:21]=2)=[C:18]([C:27]2[CH:32]=[CH:31][C:30]([C:33]#[N:34])=[CH:29][CH:28]=2)[C:17](=[O:35])[N:16]([CH2:36][C:37]2[C:38]([CH3:47])=[N:39][C:40]([C:43]([F:46])([F:45])[F:44])=[CH:41][CH:42]=2)[N:15]=1)=O)[C:2]1[CH:7]=[CH:6][CH:5]=[CH:4][CH:3]=1.O=P(Cl)(Cl)Cl, predict the reaction product. The product is: [CH2:1]([O:8][C@H:9]([C:10]1[N:15]2[N:16]([CH2:36][C:37]3[C:38]([CH3:47])=[N:39][C:40]([C:43]([F:44])([F:45])[F:46])=[CH:41][CH:42]=3)[C:17](=[O:35])[C:18]([C:27]3[CH:28]=[CH:29][C:30]([C:33]#[N:34])=[CH:31][CH:32]=3)=[C:19]([C:20]3[CH:21]=[CH:22][C:23]([Cl:26])=[CH:24][CH:25]=3)[C:14]2=[N:13][N:12]=1)[CH3:48])[C:2]1[CH:7]=[CH:6][CH:5]=[CH:4][CH:3]=1. (5) Given the reactants N[C:2]1[CH:3]=[C:4]([Br:8])[CH:5]=[N:6][CH:7]=1.N(OCCC(C)C)=O.[CH3:17][CH:18]([OH:20])[CH3:19], predict the reaction product. The product is: [CH:18]([O:20][C:2]1[CH:3]=[C:4]([Br:8])[CH:5]=[N:6][CH:7]=1)([CH3:19])[CH3:17].